This data is from Full USPTO retrosynthesis dataset with 1.9M reactions from patents (1976-2016). The task is: Predict the reactants needed to synthesize the given product. (1) Given the product [CH3:8][C:9]1([CH3:34])[CH2:18][CH2:17][C:16]([CH3:20])([CH3:19])[C:15]2[CH:14]=[C:13]([C:21]3[N:26]=[C:25]([N:26]4[CH2:21][CH2:22][CH:23]([NH:1][CH2:2][CH2:3][C@@H:4]([OH:7])[CH2:5][OH:6])[CH2:24][CH2:25]4)[CH:24]=[CH:23][CH:22]=3)[CH:12]=[CH:11][C:10]1=2, predict the reactants needed to synthesize it. The reactants are: [NH2:1][CH2:2][CH2:3][C@@H:4]([OH:7])[CH2:5][OH:6].[CH3:8][C:9]1([CH3:34])[CH2:18][CH2:17][C:16]([CH3:20])([CH3:19])[C:15]2[CH:14]=[C:13]([CH:21]3[N:26](C4C=CC=CN=4)[CH2:25][CH2:24][C:23](=O)[CH2:22]3)[CH:12]=[CH:11][C:10]1=2.Cl. (2) Given the product [F:9][CH:10]([F:15])[C:11](=[C:2]([C:1]#[N:5])[C:3]#[N:4])[OH:12], predict the reactants needed to synthesize it. The reactants are: [C:1](#[N:5])[CH2:2][C:3]#[N:4].C[O-].[Na+].[F:9][CH:10]([F:15])[C:11](OC)=[O:12]. (3) Given the product [N:40]1([C:37]2[CH:38]=[CH:39][C:34]([C:2]3[CH:3]=[C:4]4[C:8](=[CH:9][C:10]=3[F:11])[N:7]([CH:12]3[CH2:13][CH2:14][N:15]([C:18]5[N:23]=[CH:22][C:21]([CH2:24][CH3:25])=[CH:20][N:19]=5)[CH2:16][CH2:17]3)[CH:6]=[CH:5]4)=[CH:35][CH:36]=2)[CH:44]=[N:43][N:42]=[N:41]1, predict the reactants needed to synthesize it. The reactants are: Br[C:2]1[CH:3]=[C:4]2[C:8](=[CH:9][C:10]=1[F:11])[N:7]([CH:12]1[CH2:17][CH2:16][N:15]([C:18]3[N:23]=[CH:22][C:21]([CH2:24][CH3:25])=[CH:20][N:19]=3)[CH2:14][CH2:13]1)[CH:6]=[CH:5]2.CC1(C)C(C)(C)OB([C:34]2[CH:39]=[CH:38][C:37]([N:40]3[CH:44]=[N:43][N:42]=[N:41]3)=[CH:36][CH:35]=2)O1. (4) The reactants are: [NH2:1][C:2]1[CH:7]=[CH:6][C:5]([Cl:8])=[CH:4][C:3]=1[C:9]([C:11]1[CH:16]=[CH:15][N:14]=[C:13]([CH3:17])[CH:12]=1)=[O:10].[CH:18]([O:21][C:22]1[CH:27]=[CH:26][C:25]([S:28](Cl)(=[O:30])=[O:29])=[CH:24][CH:23]=1)([CH3:20])[CH3:19]. Given the product [Cl:8][C:5]1[CH:6]=[CH:7][C:2]([NH:1][S:28]([C:25]2[CH:24]=[CH:23][C:22]([O:21][CH:18]([CH3:20])[CH3:19])=[CH:27][CH:26]=2)(=[O:30])=[O:29])=[C:3]([C:9]([C:11]2[CH:16]=[CH:15][N:14]=[C:13]([CH3:17])[CH:12]=2)=[O:10])[CH:4]=1, predict the reactants needed to synthesize it. (5) Given the product [CH2:1]([C:3]1[N:7]([CH3:44])[N:6]=[C:5]([C:8]2[C:12]3[C:13]([NH:17][CH:18]4[CH2:19][CH2:20][O:21][CH2:22][CH2:23]4)=[N:14][CH:15]=[CH:16][C:11]=3[NH:10][N:9]=2)[CH:4]=1)[CH3:2], predict the reactants needed to synthesize it. The reactants are: [CH2:1]([C:3]1[NH:7][N:6]=[C:5]([C:8]2[C:12]3[C:13]([NH:17][CH:18]4[CH2:23][CH2:22][O:21][CH2:20][CH2:19]4)=[N:14][CH:15]=[CH:16][C:11]=3[N:10](C(C3C=CC=CC=3)(C3C=CC=CC=3)C3C=CC=CC=3)[N:9]=2)[CH:4]=1)[CH3:2].O1CCC(NC2C3C(C=CC(=O)CC)=NN(C(C4C=CC=CC=4)(C4C=CC=CC=4)C4C=CC=CC=4)C=3C=CN=2)C[CH2:44]1.CN(C)C=O.O.NN.ClCCl.ClC1C(=O)C(C#N)=C(C#N)C(=O)C=1Cl. (6) Given the product [O:20]=[C:19]1[NH:18][C:24](=[CH:1][C:3]2[O:7][C:6]([C:8]3[CH:9]=[CH:10][C:11]([S:14]([NH2:17])(=[O:15])=[O:16])=[CH:12][CH:13]=3)=[CH:5][CH:4]=2)[C:22](=[O:23])[NH:21]1, predict the reactants needed to synthesize it. The reactants are: [CH:1]([C:3]1[O:7][C:6]([C:8]2[CH:13]=[CH:12][C:11]([S:14]([NH2:17])(=[O:16])=[O:15])=[CH:10][CH:9]=2)=[CH:5][CH:4]=1)=O.[NH:18]1[CH2:24][C:22](=[O:23])[NH:21][C:19]1=[O:20].N1CCCCC1. (7) Given the product [Br:8][C:4]1[CH:5]=[CH:6][CH:7]=[C:2]([Sn:18]([CH2:19][CH2:20][CH2:21][CH3:22])([CH2:23][CH2:24][CH2:25][CH3:26])[CH2:14][CH2:15][CH2:16][CH3:17])[N:3]=1, predict the reactants needed to synthesize it. The reactants are: Br[C:2]1[CH:7]=[CH:6][CH:5]=[C:4]([Br:8])[N:3]=1.C([Mg]Cl)(C)C.[CH2:14]([Sn:18](Cl)([CH2:23][CH2:24][CH2:25][CH3:26])[CH2:19][CH2:20][CH2:21][CH3:22])[CH2:15][CH2:16][CH3:17].